Regression. Given a peptide amino acid sequence and an MHC pseudo amino acid sequence, predict their binding affinity value. This is MHC class II binding data. From a dataset of Peptide-MHC class II binding affinity with 134,281 pairs from IEDB. The peptide sequence is ALTALIRDPPADSTG. The MHC is DRB1_0401 with pseudo-sequence DRB1_0401. The binding affinity (normalized) is 0.